This data is from NCI-60 drug combinations with 297,098 pairs across 59 cell lines. The task is: Regression. Given two drug SMILES strings and cell line genomic features, predict the synergy score measuring deviation from expected non-interaction effect. (1) Drug 1: C1=NC2=C(N=C(N=C2N1C3C(C(C(O3)CO)O)F)Cl)N. Drug 2: C1CCC(C(C1)N)N.C(=O)(C(=O)[O-])[O-].[Pt+4]. Cell line: HCT116. Synergy scores: CSS=72.9, Synergy_ZIP=0.368, Synergy_Bliss=0.584, Synergy_Loewe=4.30, Synergy_HSA=6.57. (2) Drug 1: CC1=C2C(C(=O)C3(C(CC4C(C3C(C(C2(C)C)(CC1OC(=O)C(C(C5=CC=CC=C5)NC(=O)C6=CC=CC=C6)O)O)OC(=O)C7=CC=CC=C7)(CO4)OC(=O)C)O)C)OC(=O)C. Drug 2: C(=O)(N)NO. Cell line: RPMI-8226. Synergy scores: CSS=43.8, Synergy_ZIP=2.73, Synergy_Bliss=-2.21, Synergy_Loewe=-52.0, Synergy_HSA=-6.79. (3) Drug 1: CC1CCC2CC(C(=CC=CC=CC(CC(C(=O)C(C(C(=CC(C(=O)CC(OC(=O)C3CCCCN3C(=O)C(=O)C1(O2)O)C(C)CC4CCC(C(C4)OC)OCCO)C)C)O)OC)C)C)C)OC. Drug 2: N.N.Cl[Pt+2]Cl. Cell line: PC-3. Synergy scores: CSS=44.7, Synergy_ZIP=-3.61, Synergy_Bliss=-0.475, Synergy_Loewe=1.53, Synergy_HSA=3.67.